Dataset: Catalyst prediction with 721,799 reactions and 888 catalyst types from USPTO. Task: Predict which catalyst facilitates the given reaction. (1) Reactant: C(=O)=O.[F:4][C:5]1[C:6]([O:14][CH3:15])=[N:7][CH:8]=[C:9]([CH:13]=1)[C:10]([OH:12])=[O:11].CCN(CC)CC.Cl[C:24]([O:26][CH2:27][CH:28]([CH3:30])[CH3:29])=[O:25]. Product: [C:24](=[O:25])([O:26][CH2:27][CH:28]([CH3:30])[CH3:29])[O:11][C:10]([C:9]1[CH:8]=[N:7][C:6]([O:14][CH3:15])=[C:5]([F:4])[CH:13]=1)=[O:12]. The catalyst class is: 1. (2) Reactant: [CH:1]([NH:4][C:5]([C:7]1[C:15]2[C:10](=[N:11][CH:12]=[C:13]([O:16][C:17]3[CH:18]=[C:19]4[C:23](=[CH:24][CH:25]=3)[NH:22][CH:21]=[CH:20]4)[N:14]=2)[N:9](COCC[Si](C)(C)C)[CH:8]=1)=[O:6])([CH3:3])[CH3:2].[F-].C([N+](CCCC)(CCCC)CCCC)CCC. Product: [CH:1]([NH:4][C:5]([C:7]1[C:15]2[C:10](=[N:11][CH:12]=[C:13]([O:16][C:17]3[CH:18]=[C:19]4[C:23](=[CH:24][CH:25]=3)[NH:22][CH:21]=[CH:20]4)[N:14]=2)[NH:9][CH:8]=1)=[O:6])([CH3:3])[CH3:2]. The catalyst class is: 1. (3) Reactant: [NH2:1][C:2]1[C:11]2[N:12]=[C:13]([CH2:35][O:36][CH2:37][CH3:38])[N:14]([CH2:15][CH2:16][CH2:17][N:18]([CH2:23][C:24]3[CH:25]=[C:26]([CH2:30][C:31]([O:33][CH3:34])=[O:32])[CH:27]=[CH:28][CH:29]=3)[C:19](=[O:22])[CH2:20]Cl)[C:10]=2[C:9]2[CH:8]=[CH:7][CH:6]=[CH:5][C:4]=2[N:3]=1.[CH3:39][NH:40][CH3:41]. Product: [NH2:1][C:2]1[C:11]2[N:12]=[C:13]([CH2:35][O:36][CH2:37][CH3:38])[N:14]([CH2:15][CH2:16][CH2:17][N:18]([CH2:23][C:24]3[CH:25]=[C:26]([CH2:30][C:31]([O:33][CH3:34])=[O:32])[CH:27]=[CH:28][CH:29]=3)[C:19](=[O:22])[CH2:20][N:40]([CH3:41])[CH3:39])[C:10]=2[C:9]2[CH:8]=[CH:7][CH:6]=[CH:5][C:4]=2[N:3]=1. The catalyst class is: 3. (4) The catalyst class is: 9. Reactant: [OH-].[Na+].[CH2:3](Br)[CH2:4][CH2:5][CH2:6][CH2:7][CH2:8][CH2:9][CH2:10][CH3:11].[Cl:13][C:14]1[CH:19]=[CH:18][C:17]([OH:20])=[C:16]([C:21]([OH:29])([CH3:28])[CH2:22][N:23]2[CH:27]=[CH:26][N:25]=[CH:24]2)[CH:15]=1. Product: [Cl:13][C:14]1[CH:19]=[CH:18][C:17]([O:20][CH2:3][CH2:4][CH2:5][CH2:6][CH2:7][CH2:8][CH2:9][CH2:10][CH3:11])=[C:16]([C:21]([OH:29])([CH3:28])[CH2:22][N:23]2[CH:27]=[CH:26][N:25]=[CH:24]2)[CH:15]=1. (5) Reactant: Br[C:2]1[CH:18]=[CH:17][C:5]([C:6]([NH:8][C:9]2[CH:14]=[C:13]([C:15]#[N:16])[CH:12]=[CH:11][N:10]=2)=[O:7])=[CH:4][C:3]=1[O:19][CH3:20].[CH3:21][C:22]1([CH3:38])[C:26]([CH3:28])([CH3:27])[O:25][B:24]([B:24]2[O:25][C:26]([CH3:28])([CH3:27])[C:22]([CH3:38])([CH3:21])[O:23]2)[O:23]1.CC([O-])=O.[K+]. Product: [C:15]([C:13]1[CH:12]=[CH:11][N:10]=[C:9]([NH:8][C:6](=[O:7])[C:5]2[CH:17]=[CH:18][C:2]([B:24]3[O:25][C:26]([CH3:28])([CH3:27])[C:22]([CH3:38])([CH3:21])[O:23]3)=[C:3]([O:19][CH3:20])[CH:4]=2)[CH:14]=1)#[N:16]. The catalyst class is: 75. (6) Reactant: [C:1]([NH:8][C:9]1([C:12]([OH:14])=O)[CH2:11][CH2:10]1)([O:3][C:4]([CH3:7])([CH3:6])[CH3:5])=[O:2].C(N1C=CN=C1)(N1C=CN=C1)=O.[OH:27][CH:28]([CH3:34])[CH2:29][C:30]([NH:32]O)=[NH:31]. Product: [C:4]([O:3][C:1](=[O:2])[NH:8][C:9]1([C:12]2[O:14][N:32]=[C:30]([CH2:29][CH:28]([OH:27])[CH3:34])[N:31]=2)[CH2:10][CH2:11]1)([CH3:5])([CH3:6])[CH3:7]. The catalyst class is: 18. (7) Product: [CH:16]([C:13]1[CH:12]=[N:11][C:10]([NH:9][C:5](=[O:6])[N:4]([CH3:8])[CH3:3])=[N:15][CH:14]=1)=[O:17]. Reactant: [H-].[Na+].[CH3:3][N:4]([CH3:8])[C:5](Cl)=[O:6].[NH2:9][C:10]1[N:15]=[CH:14][C:13]([CH:16]=[O:17])=[CH:12][N:11]=1.C(=O)([O-])O.[Na+]. The catalyst class is: 9. (8) Reactant: C1(P(C2C=CC=CC=2)C2C=CC=CC=2)C=CC=CC=1.C1([O-])C=CC=CC=1.[K+].[CH3:43][C:38]1([CH3:44])[C:39]([CH3:42])([CH3:41])[O:40][B:36]([B:36]2[O:40][C:39]([CH3:42])([CH3:41])[C:38]([CH3:44])([CH3:43])[O:37]2)[O:37]1.FC(F)(F)S(O[C:52]1[C:57]([CH3:59])([CH3:58])[CH2:56][CH2:55][CH2:54][CH:53]=1)(=O)=O.C1(C)C=CC=CC=1. Product: [CH3:58][C:57]1([CH3:59])[C:56]([B:36]2[O:37][C:38]([CH3:43])([CH3:44])[C:39]([CH3:41])([CH3:42])[O:40]2)=[CH:55][CH2:54][CH2:53][CH2:52]1. The catalyst class is: 235. (9) Reactant: [Cl:1][C:2]1[CH:16]=[CH:15][C:5]([C:6]([NH:8][CH2:9][CH2:10][CH2:11][C:12]([OH:14])=[O:13])=[O:7])=[C:4]([OH:17])[CH:3]=1.[OH-].[Na+:19]. Product: [Cl:1][C:2]1[CH:16]=[CH:15][C:5]([C:6]([NH:8][CH2:9][CH2:10][CH2:11][C:12]([O-:14])=[O:13])=[O:7])=[C:4]([OH:17])[CH:3]=1.[Na+:19]. The catalyst class is: 21.